This data is from Retrosynthesis with 50K atom-mapped reactions and 10 reaction types from USPTO. The task is: Predict the reactants needed to synthesize the given product. (1) Given the product CN(Cc1ccccc1Cl)C(=O)c1cn(Cc2cc(C(F)(F)F)cc(C(F)(F)F)c2)nn1, predict the reactants needed to synthesize it. The reactants are: CNCc1ccccc1Cl.O=C(O)c1cn(Cc2cc(C(F)(F)F)cc(C(F)(F)F)c2)nn1. (2) The reactants are: C#CC(O)c1ccc2ccccc2c1.O=C(O)C1CC1. Given the product C#CC(OC(=O)C1CC1)c1ccc2ccccc2c1, predict the reactants needed to synthesize it. (3) Given the product CN(C)n1cc(C(=O)O)c(=O)c2cc(F)c(N3CCNCC3)c(F)c21, predict the reactants needed to synthesize it. The reactants are: C1CNCCN1.CN(C)n1cc(C(=O)O)c(=O)c2cc(F)c(F)c(F)c21.